This data is from Full USPTO retrosynthesis dataset with 1.9M reactions from patents (1976-2016). The task is: Predict the reactants needed to synthesize the given product. (1) Given the product [Br:22][C:23]1[N:24]=[C:25]([NH:30][C:2]2[CH:7]=[C:6]([C:8]3[N:9]=[N:10][N:11]([CH2:13][C:14]4[CH:19]=[CH:18][C:17]([O:20][CH3:21])=[CH:16][CH:15]=4)[CH:12]=3)[CH:5]=[CH:4][N:3]=2)[CH:26]=[C:27]([CH3:29])[CH:28]=1, predict the reactants needed to synthesize it. The reactants are: Br[C:2]1[CH:7]=[C:6]([C:8]2[N:9]=[N:10][N:11]([CH2:13][C:14]3[CH:19]=[CH:18][C:17]([O:20][CH3:21])=[CH:16][CH:15]=3)[CH:12]=2)[CH:5]=[CH:4][N:3]=1.[Br:22][C:23]1[CH:28]=[C:27]([CH3:29])[CH:26]=[C:25]([NH2:30])[N:24]=1.CC1(C)C2C(=C(P(C3C=CC=CC=3)C3C=CC=CC=3)C=CC=2)OC2C(P(C3C=CC=CC=3)C3C=CC=CC=3)=CC=CC1=2.C([O-])([O-])=O.[Cs+].[Cs+]. (2) The reactants are: I[C:2]1[CH:7]=[CH:6][C:5]([C:8]2[O:9][C:10]([NH:13][CH3:14])=[N:11][N:12]=2)=[CH:4][CH:3]=1.[CH:15]1([NH:18][C:19](=[O:36])[C:20]2[CH:25]=[CH:24][C:23]([CH3:26])=[C:22](B3OC(C)(C)C(C)(C)O3)[CH:21]=2)[CH2:17][CH2:16]1.C(=O)([O-])[O-].[Na+].[Na+]. Given the product [CH:15]1([NH:18][C:19]([C:20]2[CH:25]=[C:24]([C:2]3[CH:7]=[CH:6][C:5]([C:8]4[O:9][C:10]([NH:13][CH3:14])=[N:11][N:12]=4)=[CH:4][CH:3]=3)[C:23]([CH3:26])=[CH:22][CH:21]=2)=[O:36])[CH2:16][CH2:17]1, predict the reactants needed to synthesize it.